Task: Predict the reactants needed to synthesize the given product.. Dataset: Full USPTO retrosynthesis dataset with 1.9M reactions from patents (1976-2016) (1) Given the product [Cl:23][C:20]1[CH:19]=[CH:18][C:17]([CH2:16][C:15]([NH:14][N:5]2[N:4]=[C:3]([CH2:2][NH:1][S:27]([C:26]([F:39])([F:38])[F:25])(=[O:29])=[O:28])[C:12]3[C:7](=[CH:8][CH:9]=[CH:10][CH:11]=3)[C:6]2=[O:13])=[O:24])=[CH:22][CH:21]=1, predict the reactants needed to synthesize it. The reactants are: [NH2:1][CH2:2][C:3]1[C:12]2[C:7](=[CH:8][CH:9]=[CH:10][CH:11]=2)[C:6](=[O:13])[N:5]([NH:14][C:15](=[O:24])[CH2:16][C:17]2[CH:22]=[CH:21][C:20]([Cl:23])=[CH:19][CH:18]=2)[N:4]=1.[F:25][C:26]([F:39])([F:38])[S:27](O[S:27]([C:26]([F:39])([F:38])[F:25])(=[O:29])=[O:28])(=[O:29])=[O:28]. (2) The reactants are: [O:1]1[CH2:5][CH2:4][O:3][CH:2]1[CH2:6][CH2:7][CH2:8][CH2:9][O:10][C:11]1[CH:12]=[C:13]([C:17]([OH:27])([C:21]2[CH:26]=[CH:25][CH:24]=[CH:23][CH:22]=2)[C:18]([OH:20])=[O:19])[CH:14]=[CH:15][CH:16]=1.C(=O)([O-])[O-].[K+].[K+].S(O[CH2:45][CH:46]1[CH2:51][CH2:50][N:49]([C:52]([O:54][C:55]([CH3:58])([CH3:57])[CH3:56])=[O:53])[CH2:48][CH2:47]1)(C1C=CC(C)=CC=1)(=O)=O. Given the product [O:1]1[CH2:5][CH2:4][O:3][CH:2]1[CH2:6][CH2:7][CH2:8][CH2:9][O:10][C:11]1[CH:12]=[C:13]([C:17]([OH:27])([C:21]2[CH:26]=[CH:25][CH:24]=[CH:23][CH:22]=2)[C:18]([O:20][CH2:45][CH:46]2[CH2:51][CH2:50][N:49]([C:52]([O:54][C:55]([CH3:56])([CH3:58])[CH3:57])=[O:53])[CH2:48][CH2:47]2)=[O:19])[CH:14]=[CH:15][CH:16]=1, predict the reactants needed to synthesize it. (3) Given the product [CH3:32][O:31][C:28]1[CH:27]=[CH:26][C:25]([CH2:24][O:23][C:20]2[CH:21]=[CH:22][C:17]3[N:16]([CH3:33])[C:15](=[O:34])[N:14]([CH2:13][C@H:10]4[CH2:11][CH2:12][C@H:7]([C:5]([OH:6])=[O:4])[CH2:8][CH2:9]4)[C:18]=3[CH:19]=2)=[CH:30][CH:29]=1, predict the reactants needed to synthesize it. The reactants are: [Li+].[OH-].C[O:4][C:5]([C@H:7]1[CH2:12][CH2:11][C@H:10]([CH2:13][N:14]2[C:18]3[CH:19]=[C:20]([O:23][CH2:24][C:25]4[CH:30]=[CH:29][C:28]([O:31][CH3:32])=[CH:27][CH:26]=4)[CH:21]=[CH:22][C:17]=3[N:16]([CH3:33])[C:15]2=[O:34])[CH2:9][CH2:8]1)=[O:6].O. (4) Given the product [N+:1]([C:4]1[CH:5]=[C:6]([CH:10]=[C:11]([N+:13]([O-:15])=[O:14])[CH:12]=1)[C:7]([Cl:18])=[O:8])([O-:3])=[O:2], predict the reactants needed to synthesize it. The reactants are: [N+:1]([C:4]1[CH:5]=[C:6]([CH:10]=[C:11]([N+:13]([O-:15])=[O:14])[CH:12]=1)[C:7](O)=[O:8])([O-:3])=[O:2].S(Cl)([Cl:18])=O.[N+](C1C([N+]([O-])=O)=C(C=CC=1)C(O)=O)([O-])=O.Cl. (5) The reactants are: [F:1][C:2]1[CH:7]=[CH:6][C:5]([C:8]2[CH:9]=[C:10](C3C=CC=CC=3)[N:11]=[N:12][CH:13]=2)=[CH:4][C:3]=1[O:20]C.B(Br)(Br)Br.CO.C(=O)([O-])O.[Na+]. Given the product [F:1][C:2]1[CH:7]=[CH:6][C:5]([C:8]2[CH:9]=[CH:10][N:11]=[N:12][C:13]=2[C:2]2[CH:7]=[CH:6][CH:5]=[CH:4][CH:3]=2)=[CH:4][C:3]=1[OH:20], predict the reactants needed to synthesize it. (6) The reactants are: CC1(C)[O:6][C@H:5]([CH2:7][O:8][C:9]2[N:14]=[C:13]([NH:15][C:16]([N:18]3[C@@H:24]4[CH2:25][N:21]([CH2:22][CH2:23]4)[C:20]4[CH:26]=[CH:27][C:28]([C:30]5[CH:35]=[CH:34][CH:33]=[C:32]([C:36]([F:39])([F:38])[F:37])[CH:31]=5)=[N:29][C:19]3=4)=[O:17])[CH:12]=[N:11][CH:10]=2)[CH2:4][O:3]1.Cl.O1CCOCC1.CO. Given the product [OH:6][C@@H:5]([CH2:4][OH:3])[CH2:7][O:8][C:9]1[N:14]=[C:13]([NH:15][C:16]([N:18]2[C@@H:24]3[CH2:25][N:21]([CH2:22][CH2:23]3)[C:20]3[CH:26]=[CH:27][C:28]([C:30]4[CH:35]=[CH:34][CH:33]=[C:32]([C:36]([F:37])([F:39])[F:38])[CH:31]=4)=[N:29][C:19]2=3)=[O:17])[CH:12]=[N:11][CH:10]=1, predict the reactants needed to synthesize it. (7) Given the product [CH:60]1[N:61]=[C:62]([NH2:63])[C:57]2[N:56]=[CH:55][N:54]([C@@H:52]3[O:53][C@H:49]([CH2:48][O:47][P:44]([O:43][P:40]([O:39][CH2:38][C@H:36]4[O:37][C@@H:33]([N:31]5[CH:30]=[C:29]([C:72]([NH2:74])=[O:73])[CH2:28][CH:27]=[CH:32]5)[C@H:34]([OH:71])[C@@H:35]4[OH:70])([OH:42])=[O:41])([OH:46])=[O:45])[C@@H:50]([OH:69])[C@H:51]3[O:64][P:65]([OH:68])([OH:67])=[O:66])[C:58]=2[N:59]=1, predict the reactants needed to synthesize it. The reactants are: O.C(OP(O)(O)=O)[C@H]1O[C@@H](O)[C@H](O)[C@@H](O)[C@@H]1O.O.O.O.O.O.O.[Cl-].[Mg+2].[Cl-].[CH:27]1[CH:32]=[N+:31]([C@@H:33]2[O:37][C@H:36]([CH2:38][O:39][P:40]([O:43][P:44]([O:47][CH2:48][C@H:49]3[O:53][C@@H:52]([N:54]4[C:58]5[N:59]=[CH:60][N:61]=[C:62]([NH2:63])[C:57]=5[N:56]=[CH:55]4)[C@H:51]([O:64][P:65]([OH:68])([OH:67])=[O:66])[C@@H:50]3[OH:69])([OH:46])=[O:45])([OH:42])=[O:41])[C@@H:35]([OH:70])[C@H:34]2[OH:71])[CH:30]=[C:29]([C:72]([NH2:74])=[O:73])[CH:28]=1. (8) Given the product [CH:27](=[NH:28])[NH:1][C@H:2]1[CH2:7][CH2:6][C@H:5]([CH2:8][C:9]([NH:11][C@H:12]2[CH2:17][C:16]3[CH:18]=[CH:19][CH:20]=[C:21]([C:22]([OH:24])=[O:23])[C:15]=3[O:14][B:13]2[OH:25])=[O:10])[CH2:4][CH2:3]1, predict the reactants needed to synthesize it. The reactants are: [NH2:1][C@H:2]1[CH2:7][CH2:6][C@H:5]([CH2:8][C:9]([NH:11][C@H:12]2[CH2:17][C:16]3[CH:18]=[CH:19][CH:20]=[C:21]([C:22]([OH:24])=[O:23])[C:15]=3[O:14][B:13]2[OH:25])=[O:10])[CH2:4][CH2:3]1.C[CH2:27][N:28](C(C)C)C(C)C.Cl.C(=N)OC(C)C. (9) Given the product [Cl:21][CH2:12][C:5]1[CH:4]=[C:3]([O:2][CH3:1])[C:8]2[O:9][CH2:10][O:11][C:7]=2[CH:6]=1, predict the reactants needed to synthesize it. The reactants are: [CH3:1][O:2][C:3]1[C:8]2[O:9][CH2:10][O:11][C:7]=2[CH:6]=[C:5]([CH2:12]O)[CH:4]=1.C([O-])(O)=O.[Na+].O=S(Cl)[Cl:21]. (10) Given the product [Br:16][C:12]1[CH:13]=[C:14]2[C:9](=[C:10]([Br:17])[CH:11]=1)[N:8]=[C:7]([NH:19][CH:20]([C:28]([OH:30])=[O:29])[CH2:21][C:22]1[CH:27]=[CH:26][CH:25]=[CH:24][CH:23]=1)[C:6]([C:4]([OH:3])=[O:5])=[CH:15]2, predict the reactants needed to synthesize it. The reactants are: C([O:3][C:4]([C:6]1[C:7](Cl)=[N:8][C:9]2[C:14]([CH:15]=1)=[CH:13][C:12]([Br:16])=[CH:11][C:10]=2[Br:17])=[O:5])C.[NH2:19][CH:20]([C:28]([OH:30])=[O:29])[CH2:21][C:22]1[CH:27]=[CH:26][CH:25]=[CH:24][CH:23]=1.